This data is from Catalyst prediction with 721,799 reactions and 888 catalyst types from USPTO. The task is: Predict which catalyst facilitates the given reaction. Reactant: [NH2:1][CH:2]1[CH:9]2[CH2:10][CH:5]3[CH2:6][CH:7]([CH2:11][CH:3]1[CH2:4]3)[CH2:8]2.[N+]([O-])(O)=[O:13].[OH-].[Na+]. Product: [NH2:1][CH:2]1[CH:3]2[CH2:11][C:7]3([OH:13])[CH2:6][CH:5]([CH2:10][CH:9]1[CH2:8]3)[CH2:4]2. The catalyst class is: 82.